Task: Predict hERG channel inhibition at various concentrations.. Dataset: hERG Central: cardiac toxicity at 1µM, 10µM, and general inhibition The molecule is COc1ccc(C)cc1NC(=O)CN1CCN(C/C=C/c2ccccc2)CC1. Results: hERG_inhib (hERG inhibition (general)): blocker.